Dataset: Forward reaction prediction with 1.9M reactions from USPTO patents (1976-2016). Task: Predict the product of the given reaction. (1) Given the reactants [C:1]1([C:7]2[CH:12]=[C:11]([C:13]([N:15]3[CH2:20][CH2:19][CH:18]([N:21]4[CH2:26][CH2:25][CH2:24][C@@H:23]([C:27]([N:29]5[CH2:34][CH2:33][NH:32][CH2:31][CH2:30]5)=[O:28])[CH2:22]4)[CH2:17][CH2:16]3)=[O:14])[CH:10]=[C:9]([C:35]3[CH:40]=[CH:39][CH:38]=[CH:37][CH:36]=3)[N:8]=2)[CH:6]=[CH:5][CH:4]=[CH:3][CH:2]=1.C(N(CC)C(C)C)(C)C.[N:50]1([C:56](Cl)=[O:57])[CH2:55][CH2:54][O:53][CH2:52][CH2:51]1, predict the reaction product. The product is: [C:1]1([C:7]2[CH:12]=[C:11]([C:13]([N:15]3[CH2:16][CH2:17][CH:18]([N:21]4[CH2:26][CH2:25][CH2:24][C@@H:23]([C:27]([N:29]5[CH2:34][CH2:33][N:32]([C:56]([N:50]6[CH2:55][CH2:54][O:53][CH2:52][CH2:51]6)=[O:57])[CH2:31][CH2:30]5)=[O:28])[CH2:22]4)[CH2:19][CH2:20]3)=[O:14])[CH:10]=[C:9]([C:35]3[CH:36]=[CH:37][CH:38]=[CH:39][CH:40]=3)[N:8]=2)[CH:6]=[CH:5][CH:4]=[CH:3][CH:2]=1. (2) Given the reactants [Cl:1][C:2]1[CH:9]=[C:8]([C:10]2[CH:14]=[CH:13][NH:12][N:11]=2)[CH:7]=[CH:6][C:3]=1[C:4]#[N:5].C([NH:22][C@@H:23]([CH2:26][CH3:27])[CH2:24]O)(OC(C)(C)C)=O.C1(P(C2C=CC=CC=2)C2C=CC=CC=2)C=CC=CC=1.CC(OC(/N=N/C(OC(C)C)=O)=O)C, predict the reaction product. The product is: [NH2:22][C@@H:23]([CH2:26][CH3:27])[CH2:24][N:12]1[CH:13]=[CH:14][C:10]([C:8]2[CH:7]=[CH:6][C:3]([C:4]#[N:5])=[C:2]([Cl:1])[CH:9]=2)=[N:11]1. (3) Given the reactants [CH3:1][C:2]1[C:6]([C:7]2[N:8]([C:19]3[CH:24]=[CH:23][C:22]([OH:25])=[CH:21][CH:20]=3)[C:9]3[C:14]([C:15]=2C(O)=O)=[CH:13][CH:12]=[CH:11][CH:10]=3)=[C:5]([CH3:26])[O:4][N:3]=1.C1(P(N=[N+]=[N-])(C2C=CC=CC=2)=[O:34])C=CC=CC=1.C([N:46]([CH2:49]C)CC)C.[C:51]([OH:55])([CH3:54])([CH3:53])[CH3:52], predict the reaction product. The product is: [C:51]([O:55][C:49](=[O:34])[NH:46][C:15]1[C:14]2[C:9](=[CH:10][CH:11]=[CH:12][CH:13]=2)[N:8]([C:19]2[CH:24]=[CH:23][C:22]([OH:25])=[CH:21][CH:20]=2)[C:7]=1[C:6]1[C:2]([CH3:1])=[N:3][O:4][C:5]=1[CH3:26])([CH3:54])([CH3:53])[CH3:52]. (4) Given the reactants [Br:1][C:2]1[CH:7]=[CH:6][C:5]([N:8]([C:12]2[CH:17]=[CH:16][C:15]([F:18])=[CH:14][CH:13]=2)[C:9](=O)[CH3:10])=[C:4]([N+:19]([O-])=O)[CH:3]=1.[Sn](Cl)Cl, predict the reaction product. The product is: [Br:1][C:2]1[CH:7]=[CH:6][C:5]2[N:8]([C:12]3[CH:17]=[CH:16][C:15]([F:18])=[CH:14][CH:13]=3)[C:9]([CH3:10])=[N:19][C:4]=2[CH:3]=1. (5) The product is: [CH2:10]([O:12][C:13](=[O:24])[C:14](=[CH:20][NH:9][C:5]1[CH:4]=[CH:3][C:2]([CH3:1])=[C:7]([CH3:8])[N:6]=1)[C:15]([O:17][CH2:18][CH3:19])=[O:16])[CH3:11]. Given the reactants [CH3:1][C:2]1[CH:3]=[CH:4][C:5]([NH2:9])=[N:6][C:7]=1[CH3:8].[CH2:10]([O:12][C:13](=[O:24])[C:14](=[CH:20]OCC)[C:15]([O:17][CH2:18][CH3:19])=[O:16])[CH3:11], predict the reaction product. (6) Given the reactants [O:1]1[C:5]2[CH:6]=[CH:7][CH:8]=[CH:9][C:4]=2[CH:3]=[C:2]1[C:10]([NH:12][C:13]1([C:19]([NH:21][CH:22]2[CH2:27][CH2:26][N:25]([C:28]3[CH:33]=[C:32]([F:34])[CH:31]=[CH:30][C:29]=3[N:35]3[CH:39]=[CH:38][CH:37]=[CH:36]3)[CH2:24][CH:23]2[OH:40])=[O:20])[CH2:18][CH2:17][CH2:16][CH2:15][CH2:14]1)=[O:11].C(N(CC)CC)C, predict the reaction product. The product is: [O:1]1[C:5]2[CH:6]=[CH:7][CH:8]=[CH:9][C:4]=2[CH:3]=[C:2]1[C:10]([NH:12][C:13]1([C:19]([NH:21][CH:22]2[CH2:27][CH2:26][N:25]([C:28]3[CH:33]=[C:32]([F:34])[CH:31]=[CH:30][C:29]=3[N:35]3[CH:39]=[CH:38][CH:37]=[CH:36]3)[CH2:24][C:23]2=[O:40])=[O:20])[CH2:14][CH2:15][CH2:16][CH2:17][CH2:18]1)=[O:11]. (7) Given the reactants [F:1][C:2]1([F:26])[CH2:4][CH:3]1[CH2:5][N:6]1[C:14]2[C:9](=[N:10][C:11]([C:15]3[CH2:16][CH:17]4[CH2:21][NH:20][CH2:19][CH:18]4[CH:22]=3)=[CH:12][CH:13]=2)[N:8]([CH3:23])[S:7]1(=[O:25])=[O:24].[F:27][C:28]([F:35])([F:34])[C@@H:29]([OH:33])[C:30](O)=[O:31].C(Cl)CCl.C1C=CC2N(O)N=NC=2C=1.C(N(CC)CC)C, predict the reaction product. The product is: [F:26][C:2]1([F:1])[CH2:4][CH:3]1[CH2:5][N:6]1[C:14]2[C:9](=[N:10][C:11]([C:15]3[CH2:16][CH:17]4[CH2:21][N:20]([C:30](=[O:31])[C@H:29]([OH:33])[C:28]([F:35])([F:34])[F:27])[CH2:19][CH:18]4[CH:22]=3)=[CH:12][CH:13]=2)[N:8]([CH3:23])[S:7]1(=[O:25])=[O:24].